This data is from Full USPTO retrosynthesis dataset with 1.9M reactions from patents (1976-2016). The task is: Predict the reactants needed to synthesize the given product. (1) Given the product [CH2:1]([NH:8][CH2:10][CH2:11][C:12]([NH:14][C:15]1[CH:16]=[C:17]2[C:21](=[CH:22][CH:23]=1)[NH:20][N:19]=[CH:18]2)=[O:13])[C:2]1[CH:7]=[CH:6][CH:5]=[CH:4][CH:3]=1, predict the reactants needed to synthesize it. The reactants are: [CH2:1]([NH2:8])[C:2]1[CH:7]=[CH:6][CH:5]=[CH:4][CH:3]=1.Cl[CH2:10][CH2:11][C:12]([NH:14][C:15]1[CH:16]=[C:17]2[C:21](=[CH:22][CH:23]=1)[NH:20][N:19]=[CH:18]2)=[O:13].CCCCCC. (2) Given the product [C:8]([C:12]1[CH:13]=[C:14]([NH:24][C:25]([NH:34][C:35]2[C:44]3[C:39](=[CH:40][CH:41]=[CH:42][CH:43]=3)[C:38]([O:45][C:46]3[CH:51]=[CH:50][N:49]=[C:48]([NH:52][C:53]4[CH:54]=[CH:55][CH:56]=[CH:57][CH:58]=4)[N:47]=3)=[CH:37][CH:36]=2)=[O:26])[C:15]([O:22][CH3:23])=[C:16]([CH:21]=1)[C:17]([O:19][CH3:20])=[O:18])([CH3:10])([CH3:9])[CH3:11], predict the reactants needed to synthesize it. The reactants are: C(N(CC)CC)C.[C:8]([C:12]1[CH:13]=[C:14]([NH:24][C:25](OC2C=CC=CC=2)=[O:26])[C:15]([O:22][CH3:23])=[C:16]([CH:21]=1)[C:17]([O:19][CH3:20])=[O:18])([CH3:11])([CH3:10])[CH3:9].[NH2:34][C:35]1[C:44]2[C:39](=[CH:40][CH:41]=[CH:42][CH:43]=2)[C:38]([O:45][C:46]2[CH:51]=[CH:50][N:49]=[C:48]([NH:52][C:53]3[CH:58]=[CH:57][CH:56]=[CH:55][CH:54]=3)[N:47]=2)=[CH:37][CH:36]=1. (3) Given the product [Cl:1][C:2]1[CH:3]=[CH:4][C:5]([C:8]2[CH:13]=[CH:12][C:11]([CH3:14])=[C:10]([CH2:15][C:16]([NH:29][C:30]3([C:41]([O:43][CH3:44])=[O:42])[CH2:31][CH2:32][C:33]([O:39][CH3:40])([CH2:36][O:37][CH3:38])[CH2:34][CH2:35]3)=[O:18])[CH:9]=2)=[CH:6][CH:7]=1, predict the reactants needed to synthesize it. The reactants are: [Cl:1][C:2]1[CH:7]=[CH:6][C:5]([C:8]2[CH:13]=[CH:12][C:11]([CH3:14])=[C:10]([CH2:15][C:16]([OH:18])=O)[CH:9]=2)=[CH:4][CH:3]=1.S(Cl)(Cl)=O.C(=O)([O-])[O-].[K+].[K+].[NH2:29][C:30]1([C:41]([O:43][CH3:44])=[O:42])[CH2:35][CH2:34][C:33]([O:39][CH3:40])([CH2:36][O:37][CH3:38])[CH2:32][CH2:31]1. (4) Given the product [S:1]1[C:5]2[CH:6]=[CH:7][CH:8]=[CH:9][C:4]=2[N:3]=[C:2]1[C:12]1([OH:21])[CH:13]=[CH:14][C:15](=[O:17])[CH:16]=[C:11]1[Cl:10], predict the reactants needed to synthesize it. The reactants are: [S:1]1[C:5]2[CH:6]=[CH:7][CH:8]=[CH:9][C:4]=2[N:3]=[CH:2]1.[Cl:10][C:11]1[C:12](=[O:21])[CH:13]=[CH:14][C:15](OC)([O:17]C)[CH:16]=1. (5) Given the product [Br:1][C:2]1[CH:3]=[CH:4][C:5]([C:8]2[CH:13]=[CH:12][C:11]([C:14]([F:20])([F:21])[CH2:15][OH:16])=[CH:10][CH:9]=2)=[CH:6][CH:7]=1, predict the reactants needed to synthesize it. The reactants are: [Br:1][C:2]1[CH:7]=[CH:6][C:5]([C:8]2[CH:13]=[CH:12][C:11]([C:14]([F:21])([F:20])[C:15](OCC)=[O:16])=[CH:10][CH:9]=2)=[CH:4][CH:3]=1.[BH4-].[Na+]. (6) Given the product [Cl:1][C:2]1[C:3]2[S:10][CH:9]=[C:8]([C:11]([NH:14][C:15]3[C:20]([F:21])=[CH:19][CH:18]=[C:17]([NH:22][S:23]([CH2:26][CH:27]([CH3:28])[CH3:29])(=[O:25])=[O:24])[C:16]=3[Cl:30])=[O:12])[C:4]=2[N:5]=[CH:6][N:7]=1, predict the reactants needed to synthesize it. The reactants are: [Cl:1][C:2]1[C:3]2[S:10][CH:9]=[C:8]([C:11](Cl)=[O:12])[C:4]=2[N:5]=[CH:6][N:7]=1.[NH2:14][C:15]1[C:16]([Cl:30])=[C:17]([NH:22][S:23]([CH2:26][CH:27]([CH3:29])[CH3:28])(=[O:25])=[O:24])[CH:18]=[CH:19][C:20]=1[F:21].C([O-])(O)=O.[Na+]. (7) Given the product [Cl:1][C:2]1[CH:7]=[CH:6][C:5]([C@@:8]2([CH3:37])[C@:12]([C:14]3[CH:15]=[CH:16][C:17]([Cl:20])=[CH:18][CH:19]=3)([CH3:13])[N:11]([C:21]([N:50]3[CH2:51][CH2:52][N:47]([CH:44]4[CH2:43][CH2:42][S:41](=[O:40])(=[O:53])[CH2:46][CH2:45]4)[CH2:48][CH2:49]3)=[O:22])[C:10]([C:24]3[CH:29]=[CH:28][C:27]([C:30]([OH:33])([CH3:31])[CH3:32])=[CH:26][C:25]=3[O:34][CH2:35][CH3:36])=[N:9]2)=[CH:4][CH:3]=1, predict the reactants needed to synthesize it. The reactants are: [Cl:1][C:2]1[CH:7]=[CH:6][C:5]([C:8]2([CH3:37])[C:12]([C:14]3[CH:19]=[CH:18][C:17]([Cl:20])=[CH:16][CH:15]=3)([CH3:13])[N:11]([C:21](Cl)=[O:22])[C:10]([C:24]3[CH:29]=[CH:28][C:27]([C:30]([OH:33])([CH3:32])[CH3:31])=[CH:26][C:25]=3[O:34][CH2:35][CH3:36])=[N:9]2)=[CH:4][CH:3]=1.Cl.Cl.[O:40]=[S:41]1(=[O:53])[CH2:46][CH2:45][CH:44]([N:47]2[CH2:52][CH2:51][NH:50][CH2:49][CH2:48]2)[CH2:43][CH2:42]1. (8) Given the product [F:1][C:2]1[CH:7]=[C:6]([O:8][CH2:9][CH2:10][C@@H:11]2[CH2:13][C@@H:12]2[CH:14]2[CH2:15][CH2:16][N:17]([C:20]3[N:21]=[CH:22][C:23]([O:26][CH3:27])=[CH:24][N:25]=3)[CH2:18][CH2:19]2)[CH:5]=[CH:4][C:3]=1[CH2:28][C:29]([N:47]1[CH2:48][CH:45]([OH:44])[CH2:46]1)=[O:30], predict the reactants needed to synthesize it. The reactants are: [F:1][C:2]1[CH:7]=[C:6]([O:8][CH2:9][CH2:10][C@@H:11]2[CH2:13][C@@H:12]2[CH:14]2[CH2:19][CH2:18][N:17]([C:20]3[N:25]=[CH:24][C:23]([O:26][CH3:27])=[CH:22][N:21]=3)[CH2:16][CH2:15]2)[CH:5]=[CH:4][C:3]=1[CH2:28][C:29](O)=[O:30].O.ON1C2C=CC=CC=2N=N1.Cl.[OH:44][CH:45]1[CH2:48][NH:47][CH2:46]1.Cl.C(/N=N/CCCN(C)C)C.C(N(CC)CC)C. (9) The reactants are: [C:1]1([C:11]([N:13]2[CH2:18][CH2:17][N:16](C(OC(C)(C)C)=O)[CH2:15][CH2:14]2)=[O:12])[C:10]2[C:5](=[CH:6][CH:7]=[CH:8][CH:9]=2)[CH:4]=[CH:3][CH:2]=1.FC(F)(F)C(O)=O. Given the product [C:1]1([C:11]([N:13]2[CH2:18][CH2:17][NH:16][CH2:15][CH2:14]2)=[O:12])[C:10]2[C:5](=[CH:6][CH:7]=[CH:8][CH:9]=2)[CH:4]=[CH:3][CH:2]=1, predict the reactants needed to synthesize it. (10) The reactants are: Cl.[NH2:2][C:3]([NH2:5])=[NH:4].[F:6][C:7]1[CH:14]=[CH:13][C:10]([CH:11]=O)=[CH:9][CH:8]=1.[CH3:15][CH:16]([CH3:24])[C:17](=O)[CH2:18][C:19]([O:21][CH3:22])=[O:20].C(=O)([O-])[O-].[K+].[K+]. Given the product [NH2:4][C:3]1[NH:5][CH:17]([CH:16]([CH3:24])[CH3:15])[C:18]([C:19]([O:21][CH3:22])=[O:20])=[C:11]([C:10]2[CH:13]=[CH:14][C:7]([F:6])=[CH:8][CH:9]=2)[N:2]=1, predict the reactants needed to synthesize it.